Task: Predict the reactants needed to synthesize the given product.. Dataset: Full USPTO retrosynthesis dataset with 1.9M reactions from patents (1976-2016) (1) Given the product [P:36]([O-:41])([O-:38])([O:9][CH2:8][C@@H:5]1[C@@H:6]([OH:7])[C@@H:2]([OH:1])[C@H:3]([N:10]2[CH:18]=[N:17][C:16]3[C:11]2=[N:12][C:13]([NH:20][C:21](=[O:30])[C:22]2[CH:27]=[CH:26][CH:25]=[CH:24][C:23]=2[O:28][CH3:29])=[N:14][C:15]=3[OH:19])[O:4]1)=[O:37].[Na+:51].[Na+:51], predict the reactants needed to synthesize it. The reactants are: [OH:1][C@@H:2]1[C@H:6]([OH:7])[C@@H:5]([CH2:8][OH:9])[O:4][C@H:3]1[N:10]1[CH:18]=[N:17][C:16]2[C:11]1=[N:12][C:13]([NH:20][C:21](=[O:30])[C:22]1[CH:27]=[CH:26][CH:25]=[CH:24][C:23]=1[O:28][CH3:29])=[N:14][C:15]=2[OH:19].O=P(Cl)(Cl)Cl.[P:36](OCC)([O:41]CC)([O:38]CC)=[O:37].C([O-])(O)=O.[Na+:51]. (2) Given the product [CH3:16][N:17]([CH3:27])[C:18]1[CH:23]=[C:22]([C:2]2[C:11]3[C:6](=[CH:7][CH:8]=[CH:9][CH:10]=3)[C:5](=[O:12])[O:4][C:3]=2[CH:13]([OH:15])[CH3:14])[CH:21]=[CH:20][CH:19]=1, predict the reactants needed to synthesize it. The reactants are: Br[C:2]1[C:11]2[C:6](=[CH:7][CH:8]=[CH:9][CH:10]=2)[C:5](=[O:12])[O:4][C:3]=1[CH:13]([OH:15])[CH3:14].[CH3:16][N:17]([CH3:27])[C:18]1[CH:19]=[C:20](B(O)O)[CH:21]=[CH:22][CH:23]=1.C([O-])([O-])=O.[Cs+].[Cs+]. (3) Given the product [CH2:1]([O:8][C:9]1[CH:18]=[CH:17][C:12]([CH2:13][OH:14])=[CH:11][C:10]=1[C@@H:19]([C:29]1[CH:30]=[CH:31][CH:32]=[CH:33][CH:34]=1)[CH2:20][CH2:21][N:22]([CH:23]([CH3:24])[CH3:25])[CH:26]([CH3:27])[CH3:28])[C:2]1[CH:3]=[CH:4][CH:5]=[CH:6][CH:7]=1, predict the reactants needed to synthesize it. The reactants are: [CH2:1]([O:8][C:9]1[CH:18]=[CH:17][C:12]([C:13](OC)=[O:14])=[CH:11][C:10]=1[C@@H:19]([C:29]1[CH:34]=[CH:33][CH:32]=[CH:31][CH:30]=1)[CH2:20][CH2:21][N:22]([CH:26]([CH3:28])[CH3:27])[CH:23]([CH3:25])[CH3:24])[C:2]1[CH:7]=[CH:6][CH:5]=[CH:4][CH:3]=1.[BH4-].[Na+].[Cl-].[Al+3].[Cl-].[Cl-].Cl. (4) Given the product [C:23]([O:27][C:28]([N:61]1[CH2:56][CH2:57][CH:58]([NH:16][C:11]([C:5]2[NH:6][C:7]3[C:3]([CH:4]=2)=[C:2]([Br:1])[CH:10]=[CH:9][CH:8]=3)=[O:13])[CH2:59][CH2:60]1)=[O:36])([CH3:26])([CH3:25])[CH3:24], predict the reactants needed to synthesize it. The reactants are: [Br:1][C:2]1[CH:10]=[CH:9][CH:8]=[C:7]2[C:3]=1[CH:4]=[C:5]([C:11]([OH:13])=O)[NH:6]2.CC[N:16](C(C)C)C(C)C.[C:23]([O:27][C:28](=[O:36])NC1CCNCC1)([CH3:26])([CH3:25])[CH3:24].C1CN([P+](ON2N=[N:61][C:56]3[CH:57]=[CH:58][CH:59]=[CH:60]C2=3)(N2CCCC2)N2CCCC2)CC1.F[P-](F)(F)(F)(F)F.[OH-].[Na+].